Task: Regression. Given a peptide amino acid sequence and an MHC pseudo amino acid sequence, predict their binding affinity value. This is MHC class I binding data.. Dataset: Peptide-MHC class I binding affinity with 185,985 pairs from IEDB/IMGT (1) The peptide sequence is LLWDYMCIS. The MHC is HLA-A68:02 with pseudo-sequence HLA-A68:02. The binding affinity (normalized) is 0.127. (2) The MHC is HLA-B08:01 with pseudo-sequence HLA-B08:01. The binding affinity (normalized) is 0.341. The peptide sequence is KRIRLKHIF. (3) The peptide sequence is IPQSLESWWTSL. The MHC is H-2-Ld with pseudo-sequence H-2-Ld. The binding affinity (normalized) is 0.250. (4) The peptide sequence is MILGTVDKW. The MHC is Mamu-B17 with pseudo-sequence Mamu-B17. The binding affinity (normalized) is 0.505. (5) The peptide sequence is EVWGMRWPI. The MHC is HLA-A24:03 with pseudo-sequence HLA-A24:03. The binding affinity (normalized) is 0.0847. (6) The peptide sequence is FHKKRVEPL. The MHC is HLA-A02:16 with pseudo-sequence HLA-A02:16. The binding affinity (normalized) is 0.0847. (7) The MHC is HLA-B45:01 with pseudo-sequence HLA-B45:01. The binding affinity (normalized) is 0.395. The peptide sequence is GETPIAYRNV. (8) The peptide sequence is GIDVTDLFA. The MHC is HLA-A01:01 with pseudo-sequence HLA-A01:01. The binding affinity (normalized) is 0.486. (9) The peptide sequence is IEELFYSYA. The MHC is HLA-B44:02 with pseudo-sequence HLA-B44:02. The binding affinity (normalized) is 0.309.